This data is from Catalyst prediction with 721,799 reactions and 888 catalyst types from USPTO. The task is: Predict which catalyst facilitates the given reaction. (1) Reactant: [C:1]([C:3]1[CH:23]=[C:22]([F:24])[CH:21]=[CH:20][C:4]=1[O:5][C:6]1[CH:7]=[C:8]2[C:12](=[CH:13][CH:14]=1)[N:11]([CH2:15][C:16]([O:18][CH3:19])=[O:17])[N:10]=[CH:9]2)#[N:2].[ClH:25]. Product: [ClH:25].[ClH:25].[NH2:2][CH2:1][C:3]1[CH:23]=[C:22]([F:24])[CH:21]=[CH:20][C:4]=1[O:5][C:6]1[CH:7]=[C:8]2[C:12](=[CH:13][CH:14]=1)[N:11]([CH2:15][C:16]([O:18][CH3:19])=[O:17])[N:10]=[CH:9]2. The catalyst class is: 43. (2) Reactant: [OH:1][C:2]1[CH:3]=[C:4]([CH:7]=[C:8]([OH:10])[CH:9]=1)[CH2:5][OH:6].Cl[C:12]1[CH:17]=[CH:16][C:15]([C:18]([F:21])([F:20])[F:19])=[CH:14][N:13]=1.C(=O)([O-])[O-].[K+].[K+]. Product: [OH:6][CH2:5][C:4]1[CH:7]=[C:8]([OH:10])[CH:9]=[C:2]([O:1][C:12]2[CH:17]=[CH:16][C:15]([C:18]([F:21])([F:20])[F:19])=[CH:14][N:13]=2)[CH:3]=1. The catalyst class is: 9.